Dataset: Full USPTO retrosynthesis dataset with 1.9M reactions from patents (1976-2016). Task: Predict the reactants needed to synthesize the given product. (1) Given the product [Br:24][C:23]1[C:2]([NH:1][S:32]([CH3:31])(=[O:34])=[O:33])=[CH:3][C:4]2[O:8][C:7]([C:9]3[CH:14]=[CH:13][C:12]([F:15])=[CH:11][C:10]=3[F:16])=[C:6]([C:17]([O:19][CH2:20][CH3:21])=[O:18])[C:5]=2[CH:22]=1, predict the reactants needed to synthesize it. The reactants are: [NH2:1][C:2]1[C:23]([Br:24])=[CH:22][C:5]2[C:6]([C:17]([O:19][CH2:20][CH3:21])=[O:18])=[C:7]([C:9]3[CH:14]=[CH:13][C:12]([F:15])=[CH:11][C:10]=3[F:16])[O:8][C:4]=2[CH:3]=1.N1C=CC=CC=1.[CH3:31][S:32](Cl)(=[O:34])=[O:33].Cl. (2) Given the product [CH3:21][O:22][N:23]=[C:24]([CH2:27][O:28][C:29]1[CH:34]=[CH:33][CH:32]=[C:31]([C:35]([F:36])([F:38])[F:37])[CH:30]=1)[CH2:25][N:9]1[C:10]2[C:6](=[CH:5][C:4]([N+:1]([O-:3])=[O:2])=[CH:12][CH:11]=2)[C:7](=[O:14])[C:8]1=[O:13], predict the reactants needed to synthesize it. The reactants are: [N+:1]([C:4]1[CH:5]=[C:6]2[C:10](=[CH:11][CH:12]=1)[NH:9][C:8](=[O:13])[C:7]2=[O:14])([O-:3])=[O:2].C([O-])([O-])=O.[K+].[K+].[CH3:21][O:22][N:23]=[C:24]([CH2:27][O:28][C:29]1[CH:34]=[CH:33][CH:32]=[C:31]([C:35]([F:38])([F:37])[F:36])[CH:30]=1)[CH2:25]Br.O. (3) The reactants are: C([O:8][C:9]1[CH:28]=[CH:27][C:12]([O:13][CH2:14][CH2:15][C:16]2[N:17]=[C:18]([C:21]3[CH:26]=[CH:25][CH:24]=[CH:23][CH:22]=3)[O:19][CH:20]=2)=[CH:11][CH:10]=1)C1C=CC=CC=1.[CH:29]([O-])=O.[NH4+]. Given the product [CH3:29][C:20]1[O:19][C:18]([C:21]2[CH:22]=[CH:23][CH:24]=[CH:25][CH:26]=2)=[N:17][C:16]=1[CH2:15][CH2:14][O:13][C:12]1[CH:11]=[CH:10][C:9]([OH:8])=[CH:28][CH:27]=1, predict the reactants needed to synthesize it.